Dataset: Forward reaction prediction with 1.9M reactions from USPTO patents (1976-2016). Task: Predict the product of the given reaction. (1) Given the reactants C(O)C(C)C.[OH-].[NH3+:7][NH2:8].[CH2:9]([O:16][C:17]1[CH:26]=[CH:25][C:20]([C:21](OC)=[O:22])=[C:19]([CH2:27][CH3:28])[C:18]=1[CH3:29])[C:10]1[CH:15]=[CH:14][CH:13]=[CH:12][CH:11]=1, predict the reaction product. The product is: [CH2:9]([O:16][C:17]1[CH:26]=[CH:25][C:20]([C:21]([NH:7][NH2:8])=[O:22])=[C:19]([CH2:27][CH3:28])[C:18]=1[CH3:29])[C:10]1[CH:15]=[CH:14][CH:13]=[CH:12][CH:11]=1. (2) Given the reactants [F:1][C:2]1[N:6]([CH3:7])[N:5]=[C:4]([C:8]([F:11])([F:10])[F:9])[C:3]=1[CH2:12]O.P(Br)(Br)[Br:15].O, predict the reaction product. The product is: [Br:15][CH2:12][C:3]1[C:4]([C:8]([F:11])([F:10])[F:9])=[N:5][N:6]([CH3:7])[C:2]=1[F:1]. (3) Given the reactants [C:1]([O:5][C:6]([N:8]1[CH2:12][C@H:11]([OH:13])[CH2:10][C@H:9]1[C:14]([O:16][C:17]([CH3:20])([CH3:19])[CH3:18])=[O:15])=[O:7])([CH3:4])([CH3:3])[CH3:2].N1C=CC=CC=1.[C:27]1([CH3:37])[CH:32]=[CH:31][C:30]([S:33](Cl)(=[O:35])=[O:34])=[CH:29][CH:28]=1, predict the reaction product. The product is: [C:1]([O:5][C:6]([N:8]1[CH2:12][C@H:11]([O:13][S:33]([C:30]2[CH:31]=[CH:32][C:27]([CH3:37])=[CH:28][CH:29]=2)(=[O:35])=[O:34])[CH2:10][C@H:9]1[C:14]([O:16][C:17]([CH3:20])([CH3:19])[CH3:18])=[O:15])=[O:7])([CH3:4])([CH3:3])[CH3:2]. (4) Given the reactants C[Si](C)(C)[N-][Si](C)(C)C.[Na+].[CH2:11]([C@@H:18]1[CH2:22][O:21][C:20](=[O:23])[N:19]1[C:24](=[O:47])[CH2:25][CH2:26][CH2:27][CH2:28][O:29][Si:30]([C:43]([CH3:46])([CH3:45])[CH3:44])([C:37]1[CH:42]=[CH:41][CH:40]=[CH:39][CH:38]=1)[C:31]1[CH:36]=[CH:35][CH:34]=[CH:33][CH:32]=1)[C:12]1[CH:17]=[CH:16][CH:15]=[CH:14][CH:13]=1.Br[CH2:49][C:50]([O:52][C:53]([CH3:56])([CH3:55])[CH3:54])=[O:51].[Cl-].[NH4+], predict the reaction product. The product is: [CH2:11]([C@@H:18]1[CH2:22][O:21][C:20](=[O:23])[N:19]1[C:24]([C@@H:25]([CH2:26][CH2:27][CH2:28][O:29][Si:30]([C:43]([CH3:44])([CH3:46])[CH3:45])([C:31]1[CH:36]=[CH:35][CH:34]=[CH:33][CH:32]=1)[C:37]1[CH:38]=[CH:39][CH:40]=[CH:41][CH:42]=1)[CH2:49][C:50]([O:52][C:53]([CH3:56])([CH3:55])[CH3:54])=[O:51])=[O:47])[C:12]1[CH:17]=[CH:16][CH:15]=[CH:14][CH:13]=1. (5) Given the reactants [CH2:1]=[CH:2][C:3]1C=CC=C[CH:4]=1.C([C:15]1[CH:19]=[C:18]([CH:20]=[CH2:21])[S:17][C:16]=1C=C)CCCCC, predict the reaction product. The product is: [CH2:20]([C:18]1[S:17][CH:16]=[CH:15][CH:19]=1)[CH2:21][CH2:1][CH2:2][CH2:3][CH3:4].